The task is: Predict the product of the given reaction.. This data is from Forward reaction prediction with 1.9M reactions from USPTO patents (1976-2016). (1) Given the reactants [F:1][C:2]1[C:7]([F:8])=[C:6]([CH3:9])[CH:5]=[CH:4][C:3]=1[OH:10].[H-].[Na+].Cl[C:14]([O:16][CH3:17])=[O:15], predict the reaction product. The product is: [CH3:17][O:16][C:14](=[O:15])[O:10][C:3]1[CH:4]=[CH:5][C:6]([CH3:9])=[C:7]([F:8])[C:2]=1[F:1]. (2) Given the reactants [OH:1][C@:2]1([C:15]2[S:16][C:17]([C:20]3[CH:25]=[C:24]([CH3:26])[CH:23]=[C:22]([NH:27][C:28]4[CH:33]=[C:32]([C:34]([F:37])([F:36])[F:35])[CH:31]=[CH:30][N:29]=4)[N:21]=3)=[CH:18][N:19]=2)[CH2:11][CH2:10][CH2:9][C:8]2[CH:7]=[C:6]([C:12]([OH:14])=O)[CH:5]=[CH:4][C:3]1=2.[CH3:38][S:39]([NH2:42])(=[O:41])=[O:40].CN(C(ON1N=NC2C=CC=NC1=2)=[N+](C)C)C.F[P-](F)(F)(F)(F)F.CCN(C(C)C)C(C)C, predict the reaction product. The product is: [OH:1][C@:2]1([C:15]2[S:16][C:17]([C:20]3[CH:25]=[C:24]([CH3:26])[CH:23]=[C:22]([NH:27][C:28]4[CH:33]=[C:32]([C:34]([F:37])([F:35])[F:36])[CH:31]=[CH:30][N:29]=4)[N:21]=3)=[CH:18][N:19]=2)[CH2:11][CH2:10][CH2:9][C:8]2[CH:7]=[C:6]([C:12]([NH:42][S:39]([CH3:38])(=[O:41])=[O:40])=[O:14])[CH:5]=[CH:4][C:3]1=2. (3) Given the reactants [F:1][C:2]1[CH:7]=[CH:6][C:5]([C:8]2[O:9][C:10]3[CH:20]=[C:19]([N:21]([CH3:26])[S:22]([CH3:25])(=[O:24])=[O:23])[C:18]([C:27]4[CH:28]=[C:29]([C:33]5[N:34]([CH2:42][C:43]([O:45]CC)=[O:44])[C:35]6[C:40]([CH:41]=5)=[CH:39][CH:38]=[CH:37][CH:36]=6)[CH:30]=[CH:31][CH:32]=4)=[CH:17][C:11]=3[C:12]=2[C:13](=[O:16])[NH:14][CH3:15])=[CH:4][CH:3]=1.[Li+].[OH-], predict the reaction product. The product is: [F:1][C:2]1[CH:7]=[CH:6][C:5]([C:8]2[O:9][C:10]3[CH:20]=[C:19]([N:21]([CH3:26])[S:22]([CH3:25])(=[O:23])=[O:24])[C:18]([C:27]4[CH:28]=[C:29]([C:33]5[N:34]([CH2:42][C:43]([OH:45])=[O:44])[C:35]6[C:40]([CH:41]=5)=[CH:39][CH:38]=[CH:37][CH:36]=6)[CH:30]=[CH:31][CH:32]=4)=[CH:17][C:11]=3[C:12]=2[C:13](=[O:16])[NH:14][CH3:15])=[CH:4][CH:3]=1. (4) Given the reactants Br[C:2]1[CH:3]=[C:4]([C:9]2([C:20]3[CH:25]=[CH:24][N:23]=[CH:22][CH:21]=3)[C:17]3[C:12](=[C:13]([F:18])[CH:14]=[CH:15][CH:16]=3)[C:11]([NH2:19])=[N:10]2)[CH:5]=[CH:6][C:7]=1[F:8].[N:26]1[CH:31]=[C:30](B(O)O)[CH:29]=[N:28][CH:27]=1, predict the reaction product. The product is: [F:18][C:13]1[CH:14]=[CH:15][CH:16]=[C:17]2[C:12]=1[C:11]([NH2:19])=[N:10][C:9]2([C:4]1[CH:5]=[CH:6][C:7]([F:8])=[C:2]([C:30]2[CH:31]=[N:26][CH:27]=[N:28][CH:29]=2)[CH:3]=1)[C:20]1[CH:21]=[CH:22][N:23]=[CH:24][CH:25]=1.